Predict which catalyst facilitates the given reaction. From a dataset of Catalyst prediction with 721,799 reactions and 888 catalyst types from USPTO. (1) Reactant: [CH3:1][C:2]1[CH:7]=[C:6]([C:8]2[CH:13]=[C:12]([CH2:14][C:15]([O:17]C)=[O:16])[CH:11]=[CH:10][N:9]=2)[CH:5]=[CH:4][N:3]=1.[OH-].[Na+].Cl. Product: [CH3:1][C:2]1[CH:7]=[C:6]([C:8]2[CH:13]=[C:12]([CH2:14][C:15]([OH:17])=[O:16])[CH:11]=[CH:10][N:9]=2)[CH:5]=[CH:4][N:3]=1. The catalyst class is: 38. (2) Reactant: [NH:1]1[C:9]2[C:4](=[CH:5][CH:6]=[C:7]([CH:10]=[N:11]O)[CH:8]=2)[CH:3]=[CH:2]1.C(N(CC)CC)C. Product: [NH:1]1[C:9]2[C:4](=[CH:5][CH:6]=[C:7]([C:10]#[N:11])[CH:8]=2)[CH:3]=[CH:2]1. The catalyst class is: 1. (3) Reactant: [CH2:1]([O:3][P:4]([CH2:9][CH2:10][CH2:11][CH2:12][CH2:13][CH2:14][CH2:15][CH2:16][CH2:17][CH3:18])(=O)[O:5]CC)[CH3:2].C(Cl)(=O)C([Cl:22])=O. Product: [CH2:9]([P:4]([Cl:22])(=[O:5])[O:3][CH2:1][CH3:2])[CH2:10][CH2:11][CH2:12][CH2:13][CH2:14][CH2:15][CH2:16][CH2:17][CH3:18]. The catalyst class is: 27. (4) Reactant: [OH:1][C:2]1[CH:7]=[CH:6][C:5]([CH2:8][C:9]([O:11][CH2:12][CH3:13])=[O:10])=[CH:4][C:3]=1[O:14][CH3:15].C(=O)([O-])[O-].[K+].[K+].CN(C)C=O.Cl[CH2:28][C:29]1[N:30]=[C:31]([C:35]2[O:36][CH:37]=[CH:38][CH:39]=2)[O:32][C:33]=1[CH3:34]. Product: [CH2:12]([O:11][C:9](=[O:10])[CH2:8][C:5]1[CH:6]=[CH:7][C:2]([O:1][CH2:28][C:29]2[N:30]=[C:31]([C:35]3[O:36][CH:37]=[CH:38][CH:39]=3)[O:32][C:33]=2[CH3:34])=[C:3]([O:14][CH3:15])[CH:4]=1)[CH3:13]. The catalyst class is: 6.